Task: Predict the reactants needed to synthesize the given product.. Dataset: Full USPTO retrosynthesis dataset with 1.9M reactions from patents (1976-2016) (1) Given the product [Cl:28][C:29]1[CH:30]=[C:31]([CH:44]=[CH:45][CH:46]=1)[O:32][C:33]1[CH:38]=[CH:37][C:36]([C:2]2[C:3]([CH2:20][CH2:21][CH2:22][N:23]3[CH2:27][CH2:26][CH2:25][CH2:24]3)=[C:4]([C:12]3[CH:17]=[CH:16][CH:15]=[C:14]([O:18][CH3:19])[CH:13]=3)[N:5]3[C:10]=2[C:9]([NH2:11])=[N:8][CH:7]=[N:6]3)=[CH:35][C:34]=1[O:42][CH3:43], predict the reactants needed to synthesize it. The reactants are: Br[C:2]1[C:3]([CH2:20][CH2:21][CH2:22][N:23]2[CH2:27][CH2:26][CH2:25][CH2:24]2)=[C:4]([C:12]2[CH:17]=[CH:16][CH:15]=[C:14]([O:18][CH3:19])[CH:13]=2)[N:5]2[C:10]=1[C:9]([NH2:11])=[N:8][CH:7]=[N:6]2.[Cl:28][C:29]1[CH:30]=[C:31]([CH:44]=[CH:45][CH:46]=1)[O:32][C:33]1[CH:38]=[CH:37][C:36](B(O)O)=[CH:35][C:34]=1[O:42][CH3:43].P([O-])([O-])([O-])=O.[K+].[K+].[K+]. (2) Given the product [C:16]([C:20]1[CH:25]=[CH:24][C:23]([C:11]2[CH:12]=[C:13]3[C:8](=[CH:9][CH:10]=2)[N:7]([C:43]2[CH:48]=[N:47][C:46]([O:49][CH:50]([CH3:52])[CH3:51])=[CH:45][CH:44]=2)[C:6]([C:4]([OH:3])=[O:5])=[C:14]3[C:36]2[CH:37]=[CH:38][C:33]([O:32][CH:29]([CH3:31])[CH3:30])=[CH:34][CH:35]=2)=[CH:22][CH:21]=1)([CH3:19])([CH3:18])[CH3:17], predict the reactants needed to synthesize it. The reactants are: C([O:3][C:4]([C:6]1[NH:7][C:8]2[C:13]([CH:14]=1)=[CH:12][C:11](Br)=[CH:10][CH:9]=2)=[O:5])C.[C:16]([C:20]1[CH:25]=[CH:24][C:23](B(O)O)=[CH:22][CH:21]=1)([CH3:19])([CH3:18])[CH3:17].[CH:29]([O:32][C:33]1[CH:38]=[CH:37][C:36](B(O)O)=[CH:35][CH:34]=1)([CH3:31])[CH3:30].Br[C:43]1[CH:44]=[CH:45][C:46]([O:49][CH:50]([CH3:52])[CH3:51])=[N:47][CH:48]=1.